From a dataset of Forward reaction prediction with 1.9M reactions from USPTO patents (1976-2016). Predict the product of the given reaction. (1) Given the reactants [CH3:1][C:2]1([CH3:17])[C:7](=[CH2:8])[S:6][C:5](=[N:9][C:10]2[CH:15]=[CH:14][C:13]([CH3:16])=[CH:12][CH:11]=2)[CH2:4][CH2:3]1.C([N-]C(C)C)(C)C.[Li+].[CH:26](OCC)=[O:27].[Cl-].[NH4+], predict the reaction product. The product is: [CH3:1][C:2]1([CH3:17])[C:7](=[CH2:8])[S:6][C:5]([NH:9][C:10]2[CH:11]=[CH:12][C:13]([CH3:16])=[CH:14][CH:15]=2)=[C:4]([CH:26]=[O:27])[CH2:3]1. (2) Given the reactants [CH2:1]([O:3][C:4]([C:6]1([C:9]2[CH:14]=[CH:13][C:12]([C:15]3[CH:20]=[CH:19][C:18](Br)=[CH:17][CH:16]=3)=[CH:11][CH:10]=2)[CH2:8][CH2:7]1)=[O:5])[CH3:2].[B:22]1([B:22]2[O:26][C:25]([CH3:28])([CH3:27])[C:24]([CH3:30])([CH3:29])[O:23]2)[O:26][C:25]([CH3:28])([CH3:27])[C:24]([CH3:30])([CH3:29])[O:23]1, predict the reaction product. The product is: [CH2:1]([O:3][C:4]([C:6]1([C:9]2[CH:14]=[CH:13][C:12]([C:15]3[CH:20]=[CH:19][C:18]([B:22]4[O:26][C:25]([CH3:28])([CH3:27])[C:24]([CH3:30])([CH3:29])[O:23]4)=[CH:17][CH:16]=3)=[CH:11][CH:10]=2)[CH2:8][CH2:7]1)=[O:5])[CH3:2]. (3) Given the reactants CN(C)C=O.[F:6][C:7]1[CH:12]=[CH:11][C:10]([N:13]=[C:14]=[O:15])=[CH:9][CH:8]=1.[NH2:16][C:17]1[CH:40]=[CH:39][C:20]([O:21][C:22]2[C:31]3[C:26](=[CH:27][C:28]([O:34][CH2:35][CH:36]4[CH2:38][O:37]4)=[C:29]([C:32]#[N:33])[CH:30]=3)[N:25]=[CH:24][CH:23]=2)=[CH:19][C:18]=1[F:41], predict the reaction product. The product is: [C:32]([C:29]1[CH:30]=[C:31]2[C:26](=[CH:27][C:28]=1[O:34][CH2:35][CH:36]1[CH2:38][O:37]1)[N:25]=[CH:24][CH:23]=[C:22]2[O:21][C:20]1[CH:39]=[CH:40][C:17]([NH:16][C:14]([NH:13][C:10]2[CH:11]=[CH:12][C:7]([F:6])=[CH:8][CH:9]=2)=[O:15])=[C:18]([F:41])[CH:19]=1)#[N:33]. (4) Given the reactants C(OC([NH:8][C:9]1[CH:14]=[CH:13][C:12]([C:15]2[S:31][C:18]3[CH2:19][N:20]([CH:24]([CH2:29][CH3:30])[C:25]([O:27][CH3:28])=[O:26])[S:21](=[O:23])(=[O:22])[C:17]=3[CH:16]=2)=[CH:11][CH:10]=1)=O)(C)(C)C.FC(F)(F)C(O)=O.O.N, predict the reaction product. The product is: [NH2:8][C:9]1[CH:10]=[CH:11][C:12]([C:15]2[S:31][C:18]3[CH2:19][N:20]([CH:24]([CH2:29][CH3:30])[C:25]([O:27][CH3:28])=[O:26])[S:21](=[O:23])(=[O:22])[C:17]=3[CH:16]=2)=[CH:13][CH:14]=1. (5) Given the reactants [Cl:1][C:2]1[CH:32]=[CH:31][CH:30]=[C:29]([Cl:33])[C:3]=1[C:4]([NH:6][C@H:7]([C:25]([O:27]C)=[O:26])[CH2:8][C:9]1[S:10][C:11]([CH2:14][CH2:15][CH2:16][C:17]2[CH:22]=[CH:21][CH:20]=[C:19]([NH:23][CH3:24])[N:18]=2)=[CH:12][CH:13]=1)=[O:5].[OH-].[Na+], predict the reaction product. The product is: [Cl:1][C:2]1[CH:32]=[CH:31][CH:30]=[C:29]([Cl:33])[C:3]=1[C:4]([NH:6][C@H:7]([C:25]([OH:27])=[O:26])[CH2:8][C:9]1[S:10][C:11]([CH2:14][CH2:15][CH2:16][C:17]2[CH:22]=[CH:21][CH:20]=[C:19]([NH:23][CH3:24])[N:18]=2)=[CH:12][CH:13]=1)=[O:5]. (6) Given the reactants [Si:1](Cl)([C:4]([CH3:7])([CH3:6])[CH3:5])([CH3:3])[CH3:2].[Br:9][C:10]1[CH:15]=[CH:14][C:13]([CH2:16][OH:17])=[CH:12][CH:11]=1.N1C=CN=C1, predict the reaction product. The product is: [Br:9][C:10]1[CH:15]=[CH:14][C:13]([CH2:16][O:17][Si:1]([C:4]([CH3:7])([CH3:6])[CH3:5])([CH3:3])[CH3:2])=[CH:12][CH:11]=1.